This data is from Forward reaction prediction with 1.9M reactions from USPTO patents (1976-2016). The task is: Predict the product of the given reaction. (1) Given the reactants [NH2:1][C:2]1[CH:31]=[CH:30][C:5]([CH2:6][C:7]2[NH:15][C:14]3[C:13](=[O:16])[N:12]([CH2:17][C:18]4[CH:23]=[CH:22][CH:21]=[CH:20][C:19]=4[F:24])[C:11](=[O:25])[N:10]([CH2:26][CH2:27][CH2:28][CH3:29])[C:9]=3[N:8]=2)=[CH:4][CH:3]=1.[Cl:32][C:33]1[CH:38]=[CH:37][CH:36]=[C:35]([CH3:39])[C:34]=1[S:40](Cl)(=[O:42])=[O:41], predict the reaction product. The product is: [CH2:26]([N:10]1[C:9]2[N:8]=[C:7]([CH2:6][C:5]3[CH:4]=[CH:3][C:2]([NH:1][S:40]([C:34]4[C:35]([CH3:39])=[CH:36][CH:37]=[CH:38][C:33]=4[Cl:32])(=[O:41])=[O:42])=[CH:31][CH:30]=3)[NH:15][C:14]=2[C:13](=[O:16])[N:12]([CH2:17][C:18]2[CH:23]=[CH:22][CH:21]=[CH:20][C:19]=2[F:24])[C:11]1=[O:25])[CH2:27][CH2:28][CH3:29]. (2) Given the reactants [CH3:1][O:2][C:3]([C@@H:5]1[CH2:39][C@@H:38]2[CH2:40][N:6]1[C:7](=[O:50])[C@H:8]([C:43]1([CH3:49])[CH2:48][CH2:47][CH2:46][CH2:45][CH2:44]1)[NH:9][C:10](=[O:42])[O:11][C@@H:12]1[CH2:41][C@H:13]1[CH2:14][CH2:15][CH2:16][C:17]#[C:18][C:19]1[C:20]([O:37]2)=[N:21][C:22]2[CH:23]=[CH:24][CH:25]=[CH:26][C:27]=2[C:28]=1[O:29]CC1C=CC=CC=1)=[O:4], predict the reaction product. The product is: [CH3:1][O:2][C:3]([C@@H:5]1[CH2:39][C@@H:38]2[CH2:40][N:6]1[C:7](=[O:50])[C@H:8]([C:43]1([CH3:49])[CH2:48][CH2:47][CH2:46][CH2:45][CH2:44]1)[NH:9][C:10](=[O:42])[O:11][C@@H:12]1[CH2:41][C@H:13]1[CH2:14][CH2:15][CH2:16][CH2:17][CH2:18][C:19]1[C:20]([O:37]2)=[N:21][C:22]2[CH:23]=[CH:24][CH:25]=[CH:26][C:27]=2[C:28]=1[OH:29])=[O:4]. (3) Given the reactants [Br:1][C:2]1[C:3]([Cl:10])=[C:4]([CH2:8][OH:9])[CH:5]=[CH:6][CH:7]=1.[CH3:11][S:12](Cl)(=[O:14])=[O:13], predict the reaction product. The product is: [CH3:11][S:12]([O:9][CH2:8][C:4]1[CH:5]=[CH:6][CH:7]=[C:2]([Br:1])[C:3]=1[Cl:10])(=[O:14])=[O:13].